Task: Predict the reactants needed to synthesize the given product.. Dataset: Full USPTO retrosynthesis dataset with 1.9M reactions from patents (1976-2016) (1) Given the product [CH3:21][O:20][C:13]1[CH:14]=[C:15]([O:18][CH3:19])[CH:16]=[CH:17][C:12]=1[CH2:11][N:9]1[CH2:10][C:6]2[C:5]([F:23])=[C:4]([NH:24][C@H:25]([CH2:29][CH:30]([CH3:32])[CH3:31])[C:26]([NH2:28])=[O:27])[N:3]=[C:2]([C:37]3[CH:36]=[N:35][N:34]([CH3:33])[CH:38]=3)[C:7]=2[C:8]1=[O:22], predict the reactants needed to synthesize it. The reactants are: Cl[C:2]1[C:7]2[C:8](=[O:22])[N:9]([CH2:11][C:12]3[CH:17]=[CH:16][C:15]([O:18][CH3:19])=[CH:14][C:13]=3[O:20][CH3:21])[CH2:10][C:6]=2[C:5]([F:23])=[C:4]([NH:24][C@H:25]([CH2:29][CH:30]([CH3:32])[CH3:31])[C:26]([NH2:28])=[O:27])[N:3]=1.[CH3:33][N:34]1[CH:38]=[C:37](B2OC(C)(C)C(C)(C)O2)[CH:36]=[N:35]1. (2) Given the product [F:32][C:2]([F:1])([F:33])[C:3]1[CH:4]=[C:5]([CH:29]=[CH:30][CH:31]=1)[CH2:6][N:7]1[CH2:12][CH2:11][CH2:10][CH2:9][C@@H:8]1[C:13]([NH:15][C:16]1([C:19]2[CH:28]=[CH:27][C:22]([C:23]([O-:25])=[O:24])=[CH:21][CH:20]=2)[CH2:18][CH2:17]1)=[O:14].[Li+:35], predict the reactants needed to synthesize it. The reactants are: [F:1][C:2]([F:33])([F:32])[C:3]1[CH:4]=[C:5]([CH:29]=[CH:30][CH:31]=1)[CH2:6][N:7]1[CH2:12][CH2:11][CH2:10][CH2:9][C@@H:8]1[C:13]([NH:15][C:16]1([C:19]2[CH:28]=[CH:27][C:22]([C:23]([O:25]C)=[O:24])=[CH:21][CH:20]=2)[CH2:18][CH2:17]1)=[O:14].O[Li:35].O. (3) Given the product [OH:2][C:3]1[CH:4]=[C:5]2[C:10](=[C:11]([N+:13]([O-:15])=[O:14])[CH:12]=1)[N:9]=[CH:8][CH:7]=[CH:6]2, predict the reactants needed to synthesize it. The reactants are: C[O:2][C:3]1[CH:4]=[C:5]2[C:10](=[C:11]([N+:13]([O-:15])=[O:14])[CH:12]=1)[N:9]=[CH:8][CH:7]=[CH:6]2.[OH-].[Na+]. (4) The reactants are: O[CH2:2][C:3]1[N:4]=[N:5][N:6]([CH2:8][CH2:9][CH3:10])[CH:7]=1.S(Cl)([Cl:13])=O. Given the product [Cl:13][CH2:2][C:3]1[N:4]=[N:5][N:6]([CH2:8][CH2:9][CH3:10])[CH:7]=1, predict the reactants needed to synthesize it. (5) Given the product [CH3:36][O:35][C:32]1[CH:31]=[CH:30][C:29]([CH2:28][O:27][CH2:26][CH2:25][CH2:24][C@@:15]2([C:18]3[CH:23]=[CH:22][CH:21]=[CH:20][CH:19]=3)[O:14][C:13](=[O:37])[N:12]([C@H:10]([C:7]3[CH:8]=[CH:9][C:4]([CH2:3][C:2]([OH:40])=[O:1])=[CH:5][CH:6]=3)[CH3:11])[CH2:17][CH2:16]2)=[CH:34][CH:33]=1, predict the reactants needed to synthesize it. The reactants are: [OH:1][CH2:2][CH2:3][C:4]1[CH:9]=[CH:8][C:7]([C@@H:10]([N:12]2[CH2:17][CH2:16][C@:15]([CH2:24][CH2:25][CH2:26][O:27][CH2:28][C:29]3[CH:34]=[CH:33][C:32]([O:35][CH3:36])=[CH:31][CH:30]=3)([C:18]3[CH:23]=[CH:22][CH:21]=[CH:20][CH:19]=3)[O:14][C:13]2=[O:37])[CH3:11])=[CH:6][CH:5]=1.CC(C)=[O:40].OS(O)(=O)=O.O=[Cr](=O)=O. (6) Given the product [CH:1]1[C:11]2[CH2:10][C:9]3([CH2:15][CH2:14][CH:13]([N:16]4[CH2:19][CH:18]([C:20]([OH:22])=[O:21])[CH2:17]4)[CH2:12]3)[C:8]3[CH:24]=[CH:25][CH:26]=[CH:27][C:7]=3[CH2:6][C:5]=2[CH:4]=[CH:3][CH:2]=1, predict the reactants needed to synthesize it. The reactants are: [CH:1]1[C:11]2[CH2:10][C:9]3([CH2:15][CH2:14][CH:13]([N:16]4[CH2:19][CH:18]([C:20]([O:22]C)=[O:21])[CH2:17]4)[CH2:12]3)[C:8]3[CH:24]=[CH:25][CH:26]=[CH:27][C:7]=3[CH2:6][C:5]=2[CH:4]=[CH:3][CH:2]=1.[OH-].[K+].